From a dataset of Peptide-MHC class I binding affinity with 185,985 pairs from IEDB/IMGT. Regression. Given a peptide amino acid sequence and an MHC pseudo amino acid sequence, predict their binding affinity value. This is MHC class I binding data. (1) The peptide sequence is SLICGAALY. The MHC is HLA-A01:01 with pseudo-sequence HLA-A01:01. The binding affinity (normalized) is 0.0847. (2) The peptide sequence is FQQPQFQYL. The binding affinity (normalized) is 0.641. The MHC is HLA-A02:01 with pseudo-sequence HLA-A02:01. (3) The peptide sequence is TLYLQMNSL. The MHC is HLA-B27:05 with pseudo-sequence HLA-B27:05. The binding affinity (normalized) is 0. (4) The peptide sequence is RLDPRLAPV. The MHC is SLA-10401 with pseudo-sequence SLA-10401. The binding affinity (normalized) is 0.692. (5) The peptide sequence is IQRRGAQFQ. The MHC is HLA-A03:01 with pseudo-sequence HLA-A03:01. The binding affinity (normalized) is 0.0847. (6) The peptide sequence is TVRPGNKGY. The MHC is HLA-A26:01 with pseudo-sequence HLA-A26:01. The binding affinity (normalized) is 0.448. (7) The peptide sequence is VWLSVIWMMW. The MHC is HLA-A02:03 with pseudo-sequence HLA-A02:03. The binding affinity (normalized) is 0.0125.